Dataset: Forward reaction prediction with 1.9M reactions from USPTO patents (1976-2016). Task: Predict the product of the given reaction. (1) Given the reactants [CH:1](/O)=[CH:2]\C=C\C=C\CC.[C:10]([O-:27])(=[O:26])[CH2:11][CH2:12][CH2:13][CH2:14][CH2:15][CH2:16][CH2:17]CCCCCCCC, predict the reaction product. The product is: [CH2:1]([O:27][C:10](=[O:26])/[CH:11]=[CH:12]/[CH:13]=[CH:14]/[CH:15]=[CH:16]/[CH3:17])[CH3:2]. (2) Given the reactants [H-].[H-].[H-].[H-].[Li+].[Al+3].[CH2:7]([O:14][C:15]1[CH:20]=[CH:19][C:18]([CH:21]=[C:22]([N+:24]([O-])=O)[CH3:23])=[CH:17][C:16]=1[O:27][CH3:28])[C:8]1[CH:13]=[CH:12][CH:11]=[CH:10][CH:9]=1.O.[OH-].[Na+], predict the reaction product. The product is: [CH2:7]([O:14][C:15]1[CH:20]=[CH:19][C:18]([CH2:21][CH:22]([NH2:24])[CH3:23])=[CH:17][C:16]=1[O:27][CH3:28])[C:8]1[CH:13]=[CH:12][CH:11]=[CH:10][CH:9]=1. (3) Given the reactants CON(C)[C:4](=[O:32])[C:5]1[CH:10]=[CH:9][CH:8]=[C:7]([NH:11][C:12]2[CH:17]=[C:16]([NH:18][C:19]3[CH:24]=[CH:23][C:22]([O:25][C:26]4[CH:31]=[CH:30][CH:29]=[CH:28][CH:27]=4)=[CH:21][CH:20]=3)[N:15]=[CH:14][N:13]=2)[CH:6]=1.[C:34]([Mg]Br)#[C:35][CH2:36]C, predict the reaction product. The product is: [O:25]([C:22]1[CH:23]=[CH:24][C:19]([NH:18][C:16]2[N:15]=[CH:14][N:13]=[C:12]([NH:11][C:7]3[CH:6]=[C:5]([C:4](=[O:32])[C:34]#[C:35][CH3:36])[CH:10]=[CH:9][CH:8]=3)[CH:17]=2)=[CH:20][CH:21]=1)[C:26]1[CH:31]=[CH:30][CH:29]=[CH:28][CH:27]=1. (4) The product is: [N:32]([CH2:24][CH2:23][O:22][C:19]1[CH:20]=[CH:21][C:16]([CH2:15][CH:9]([O:8][C:7]2[CH:30]=[CH:31][C:4]([CH:1]([CH3:3])[CH3:2])=[CH:5][CH:6]=2)[C:10]([O:12][CH2:13][CH3:14])=[O:11])=[CH:17][CH:18]=1)=[N+:33]=[N-:34]. Given the reactants [CH:1]([C:4]1[CH:31]=[CH:30][C:7]([O:8][CH:9]([CH2:15][C:16]2[CH:21]=[CH:20][C:19]([O:22][CH2:23][CH2:24]OS(C)(=O)=O)=[CH:18][CH:17]=2)[C:10]([O:12][CH2:13][CH3:14])=[O:11])=[CH:6][CH:5]=1)([CH3:3])[CH3:2].[N-:32]=[N+:33]=[N-:34].[Na+], predict the reaction product. (5) Given the reactants [C:1]1([C@H:7]([NH:9][C:10]2[CH2:15][CH2:14][N:13]([C:16]([O:18][C:19]([CH3:22])([CH3:21])[CH3:20])=[O:17])[CH2:12][C:11]=2[C:23]([O:25][CH2:26][CH3:27])=[O:24])[CH3:8])[CH:6]=[CH:5][CH:4]=[CH:3][CH:2]=1.C(#N)C.[BH-](OC(C)=O)(OC(C)=O)OC(C)=O.[Na+], predict the reaction product. The product is: [C:1]1([C@H:7]([NH:9][C@@H:10]2[CH2:15][CH2:14][N:13]([C:16]([O:18][C:19]([CH3:22])([CH3:20])[CH3:21])=[O:17])[CH2:12][C@@H:11]2[C:23]([O:25][CH2:26][CH3:27])=[O:24])[CH3:8])[CH:6]=[CH:5][CH:4]=[CH:3][CH:2]=1. (6) Given the reactants C(OS([O-])(=O)=O)CCCCCCCCCCC.[Na+].[C:19](#[N:22])[CH:20]=[CH2:21].[C:23]([O:27][CH3:28])(=[O:26])[CH:24]=[CH2:25].C(O)(=O)C(C)=C.C(S)CCC.S(OOS([O-])(=O)=O)([O-])(=O)=O.[K+].[K+], predict the reaction product. The product is: [C:19](#[N:22])[CH:20]=[CH2:21].[C:23]([O:27][CH3:28])(=[O:26])[CH:24]=[CH2:25].